This data is from NCI-60 drug combinations with 297,098 pairs across 59 cell lines. The task is: Regression. Given two drug SMILES strings and cell line genomic features, predict the synergy score measuring deviation from expected non-interaction effect. (1) Synergy scores: CSS=1.91, Synergy_ZIP=0.440, Synergy_Bliss=-0.891, Synergy_Loewe=-4.25, Synergy_HSA=-4.30. Drug 1: CC(C)(C#N)C1=CC(=CC(=C1)CN2C=NC=N2)C(C)(C)C#N. Drug 2: C1CN(CCN1C(=O)CCBr)C(=O)CCBr. Cell line: UACC-257. (2) Drug 1: CN1C2=C(C=C(C=C2)N(CCCl)CCCl)N=C1CCCC(=O)O.Cl. Drug 2: CCC1(C2=C(COC1=O)C(=O)N3CC4=CC5=C(C=CC(=C5CN(C)C)O)N=C4C3=C2)O.Cl. Cell line: IGROV1. Synergy scores: CSS=13.5, Synergy_ZIP=-5.30, Synergy_Bliss=1.80, Synergy_Loewe=-10.8, Synergy_HSA=1.10. (3) Drug 1: CC1C(C(CC(O1)OC2CC(OC(C2O)C)OC3=CC4=CC5=C(C(=O)C(C(C5)C(C(=O)C(C(C)O)O)OC)OC6CC(C(C(O6)C)O)OC7CC(C(C(O7)C)O)OC8CC(C(C(O8)C)O)(C)O)C(=C4C(=C3C)O)O)O)O. Drug 2: CN1C2=C(C=C(C=C2)N(CCCl)CCCl)N=C1CCCC(=O)O.Cl. Cell line: K-562. Synergy scores: CSS=10.8, Synergy_ZIP=8.77, Synergy_Bliss=12.8, Synergy_Loewe=-51.7, Synergy_HSA=1.61. (4) Synergy scores: CSS=4.35, Synergy_ZIP=-0.145, Synergy_Bliss=3.77, Synergy_Loewe=1.67, Synergy_HSA=2.33. Cell line: NCI/ADR-RES. Drug 2: CC1=CC=C(C=C1)C2=CC(=NN2C3=CC=C(C=C3)S(=O)(=O)N)C(F)(F)F. Drug 1: CC1=C(C=C(C=C1)NC2=NC=CC(=N2)N(C)C3=CC4=NN(C(=C4C=C3)C)C)S(=O)(=O)N.Cl. (5) Drug 1: C1CN1P(=S)(N2CC2)N3CC3. Drug 2: CCC(=C(C1=CC=CC=C1)C2=CC=C(C=C2)OCCN(C)C)C3=CC=CC=C3.C(C(=O)O)C(CC(=O)O)(C(=O)O)O. Cell line: CCRF-CEM. Synergy scores: CSS=73.5, Synergy_ZIP=11.4, Synergy_Bliss=11.9, Synergy_Loewe=6.23, Synergy_HSA=15.6. (6) Drug 1: C1CCC(CC1)NC(=O)N(CCCl)N=O. Drug 2: CC1=C2C(C(=O)C3(C(CC4C(C3C(C(C2(C)C)(CC1OC(=O)C(C(C5=CC=CC=C5)NC(=O)OC(C)(C)C)O)O)OC(=O)C6=CC=CC=C6)(CO4)OC(=O)C)O)C)O. Cell line: A549. Synergy scores: CSS=24.5, Synergy_ZIP=-6.79, Synergy_Bliss=-3.41, Synergy_Loewe=-10.7, Synergy_HSA=-1.46. (7) Drug 2: C1CCC(C(C1)N)N.C(=O)(C(=O)[O-])[O-].[Pt+4]. Synergy scores: CSS=24.3, Synergy_ZIP=-3.49, Synergy_Bliss=-0.144, Synergy_Loewe=-66.5, Synergy_HSA=2.45. Cell line: NCI/ADR-RES. Drug 1: CCCCCOC(=O)NC1=NC(=O)N(C=C1F)C2C(C(C(O2)C)O)O.